Regression. Given two drug SMILES strings and cell line genomic features, predict the synergy score measuring deviation from expected non-interaction effect. From a dataset of NCI-60 drug combinations with 297,098 pairs across 59 cell lines. (1) Drug 2: CC(C)(C1=NC(=CC=C1)N2C3=NC(=NC=C3C(=O)N2CC=C)NC4=CC=C(C=C4)N5CCN(CC5)C)O. Cell line: HCT116. Drug 1: C1=C(C(=O)NC(=O)N1)F. Synergy scores: CSS=69.9, Synergy_ZIP=7.90, Synergy_Bliss=6.37, Synergy_Loewe=2.52, Synergy_HSA=10.0. (2) Drug 1: CCC1=CC2CC(C3=C(CN(C2)C1)C4=CC=CC=C4N3)(C5=C(C=C6C(=C5)C78CCN9C7C(C=CC9)(C(C(C8N6C)(C(=O)OC)O)OC(=O)C)CC)OC)C(=O)OC.C(C(C(=O)O)O)(C(=O)O)O. Drug 2: C1CCC(C(C1)N)N.C(=O)(C(=O)[O-])[O-].[Pt+4]. Cell line: U251. Synergy scores: CSS=35.4, Synergy_ZIP=-1.48, Synergy_Bliss=-0.912, Synergy_Loewe=1.59, Synergy_HSA=2.03. (3) Drug 1: C1=CN(C(=O)N=C1N)C2C(C(C(O2)CO)O)O.Cl. Drug 2: CC1=C(C=C(C=C1)C(=O)NC2=CC(=CC(=C2)C(F)(F)F)N3C=C(N=C3)C)NC4=NC=CC(=N4)C5=CN=CC=C5. Cell line: HL-60(TB). Synergy scores: CSS=11.3, Synergy_ZIP=-0.717, Synergy_Bliss=4.57, Synergy_Loewe=-19.6, Synergy_HSA=-11.8.